From a dataset of Full USPTO retrosynthesis dataset with 1.9M reactions from patents (1976-2016). Predict the reactants needed to synthesize the given product. (1) Given the product [OH:36][CH2:35][C:33]([NH:1][C@H:2]1[CH2:7][CH2:6][C@H:5]([NH:8][C:9]([C:11]2[C:15]3[N:16]=[CH:17][N:18]=[C:19]([C:20]4[CH:25]=[C:24]([F:26])[CH:23]=[CH:22][C:21]=4[O:27][CH2:28][CH:29]4[CH2:30][CH2:31]4)[C:14]=3[NH:13][CH:12]=2)=[O:10])[CH2:4][CH2:3]1)=[O:34], predict the reactants needed to synthesize it. The reactants are: [NH2:1][C@H:2]1[CH2:7][CH2:6][C@H:5]([NH:8][C:9]([C:11]2[C:15]3[N:16]=[CH:17][N:18]=[C:19]([C:20]4[CH:25]=[C:24]([F:26])[CH:23]=[CH:22][C:21]=4[O:27][CH2:28][CH:29]4[CH2:31][CH2:30]4)[C:14]=3[NH:13][CH:12]=2)=[O:10])[CH2:4][CH2:3]1.Cl[C:33]([CH2:35][O:36]C(=O)C)=[O:34]. (2) Given the product [F:21][C:5]1[C:4]2[C:8](=[CH:9][CH:10]=[C:2]([F:1])[CH:3]=2)[NH:7][C:6]=1[C:11]1[N:15]=[C:14]([CH3:16])[O:13][N:12]=1, predict the reactants needed to synthesize it. The reactants are: [F:1][C:2]1[CH:3]=[C:4]2[C:8](=[CH:9][CH:10]=1)[NH:7][C:6]([C:11]1[N:15]=[C:14]([CH3:16])[O:13][N:12]=1)=[CH:5]2.C(#N)C.[B-](F)(F)(F)[F:21].[B-](F)(F)(F)F.C1[N+]2(CCl)CC[N+](F)(CC2)C1.